From a dataset of Catalyst prediction with 721,799 reactions and 888 catalyst types from USPTO. Predict which catalyst facilitates the given reaction. (1) Reactant: [Br:1][C:2]1[N:6]2[C:7]([CH3:11])=[CH:8][CH:9]=[CH:10][C:5]2=[N:4][C:3]=1[C:12]([O:14]CC)=[O:13].[OH-].[Na+].[ClH:19]. Product: [ClH:19].[Br:1][C:2]1[N:6]2[C:7]([CH3:11])=[CH:8][CH:9]=[CH:10][C:5]2=[N:4][C:3]=1[C:12]([OH:14])=[O:13]. The catalyst class is: 199. (2) Reactant: [CH:1]1[C:11]2[CH:10]=[CH:9][C:8]3[CH:12]=[CH:13][CH:14]=[CH:15][C:7]=3[NH:6][C:5]=2[CH:4]=[CH:3][CH:2]=1.[OH2:16]. Product: [CH:1]1[C:2](=[O:16])[CH:3]=[CH:4][C:5]2=[N:6][C:7]3[CH:15]=[CH:14][CH:13]=[CH:12][C:8]=3[CH:9]=[CH:10][C:11]=12. The catalyst class is: 21.